From a dataset of Peptide-MHC class I binding affinity with 185,985 pairs from IEDB/IMGT. Regression. Given a peptide amino acid sequence and an MHC pseudo amino acid sequence, predict their binding affinity value. This is MHC class I binding data. (1) The peptide sequence is YPACEAIGL. The MHC is HLA-B15:09 with pseudo-sequence HLA-B15:09. The binding affinity (normalized) is 0.421. (2) The peptide sequence is DIFMRDWNSK. The MHC is HLA-A03:01 with pseudo-sequence HLA-A03:01. The binding affinity (normalized) is 0.